From a dataset of NCI-60 drug combinations with 297,098 pairs across 59 cell lines. Regression. Given two drug SMILES strings and cell line genomic features, predict the synergy score measuring deviation from expected non-interaction effect. (1) Drug 1: C1=CC(=CC=C1CCCC(=O)O)N(CCCl)CCCl. Drug 2: C1=CN(C(=O)N=C1N)C2C(C(C(O2)CO)O)O.Cl. Cell line: HCC-2998. Synergy scores: CSS=27.1, Synergy_ZIP=-9.14, Synergy_Bliss=-7.78, Synergy_Loewe=-16.5, Synergy_HSA=-2.70. (2) Drug 1: CN(C)N=NC1=C(NC=N1)C(=O)N. Drug 2: C#CCC(CC1=CN=C2C(=N1)C(=NC(=N2)N)N)C3=CC=C(C=C3)C(=O)NC(CCC(=O)O)C(=O)O. Cell line: EKVX. Synergy scores: CSS=-2.24, Synergy_ZIP=-0.836, Synergy_Bliss=-4.43, Synergy_Loewe=-11.2, Synergy_HSA=-5.90.